This data is from Forward reaction prediction with 1.9M reactions from USPTO patents (1976-2016). The task is: Predict the product of the given reaction. (1) Given the reactants [CH:1]([C:4]1[CH:5]=[C:6]([CH:9]=[CH:10][CH:11]=1)[C:7]#[N:8])([CH3:3])[CH3:2].[CH2:12]([Mg]Br)[CH3:13].B(F)(F)F, predict the reaction product. The product is: [CH:1]([C:4]1[CH:5]=[C:6]([C:7]2([NH2:8])[CH2:13][CH2:12]2)[CH:9]=[CH:10][CH:11]=1)([CH3:3])[CH3:2]. (2) Given the reactants [Cl:1]/[C:2](/[C:26]([F:29])([F:28])[F:27])=[CH:3]\[CH:4]1[CH:6]([C:7](=[O:23])/[CH:8]=[CH:9]/[C:10]2[CH:15]=[CH:14][CH:13]=[C:12]([O:16][C:17]3[CH:22]=[CH:21][CH:20]=[CH:19][CH:18]=3)[CH:11]=2)[C:5]1([CH3:25])[CH3:24].[Si]([C:34]#[N:35])(C)(C)C.C([O-])([O-])=O.[Cs+].[Cs+].O, predict the reaction product. The product is: [Cl:1]/[C:2](/[C:26]([F:27])([F:28])[F:29])=[CH:3]\[CH:4]1[CH:6]([C:7](=[O:23])[CH2:8][CH:9]([C:10]2[CH:15]=[CH:14][CH:13]=[C:12]([O:16][C:17]3[CH:22]=[CH:21][CH:20]=[CH:19][CH:18]=3)[CH:11]=2)[C:34]#[N:35])[C:5]1([CH3:25])[CH3:24]. (3) Given the reactants Cl[C:2]1[C:7]([N:8](C)[C:9](=O)C(C)(C)C)=[CH:6][CH:5]=[C:4]([C:16]2[S:17][C:18]3[CH:24]=[C:23]([O:25]C)[CH:22]=[CH:21][C:19]=3[N:20]=2)[N:3]=1.[BrH:27], predict the reaction product. The product is: [Br:27][C:2]1[N:3]=[C:4]([C:16]2[S:17][C:18]3[CH:24]=[C:23]([OH:25])[CH:22]=[CH:21][C:19]=3[N:20]=2)[CH:5]=[CH:6][C:7]=1[NH:8][CH3:9]. (4) The product is: [S:1]1[CH:5]=[C:4]([C:6]2[CH:16]=[CH:15][C:9]([O:10][CH2:11][CH:12]([OH:13])[CH2:14][NH:28][CH2:21][C:22]3[CH:27]=[CH:26][CH:25]=[CH:24][CH:23]=3)=[CH:8][CH:7]=2)[C:3]2[CH:17]=[CH:18][CH:19]=[CH:20][C:2]1=2. Given the reactants [S:1]1[CH:5]=[C:4]([C:6]2[CH:16]=[CH:15][C:9]([O:10][CH2:11][CH:12]3[CH2:14][O:13]3)=[CH:8][CH:7]=2)[C:3]2[CH:17]=[CH:18][CH:19]=[CH:20][C:2]1=2.[CH2:21]([NH2:28])[C:22]1[CH:27]=[CH:26][CH:25]=[CH:24][CH:23]=1.C(O)C.CO, predict the reaction product. (5) Given the reactants N#N.[CH3:3][C:4]1[O:5][C:6]([C:12]2[CH:13]=[C:14]([CH3:18])[CH:15]=[CH:16][CH:17]=2)=[C:7]([C:9]([OH:11])=O)[N:8]=1.C1C=CC2N(O)N=NC=2C=1.C(Cl)CCl.CCN(C(C)C)C(C)C.[CH3:42][O:43][CH2:44][C:45]1[S:49][C:48]([CH2:50][N:51]2[N:55]=[C:54]([NH2:56])[CH:53]=[N:52]2)=[N:47][CH:46]=1, predict the reaction product. The product is: [CH3:42][O:43][CH2:44][C:45]1[S:49][C:48]([CH2:50][N:51]2[N:55]=[C:54]([NH:56][C:9]([C:7]3[N:8]=[C:4]([CH3:3])[O:5][C:6]=3[C:12]3[CH:13]=[C:14]([CH3:18])[CH:15]=[CH:16][CH:17]=3)=[O:11])[CH:53]=[N:52]2)=[N:47][CH:46]=1. (6) Given the reactants [F:1][CH:2]([F:26])[O:3][C:4]1[C:5]([OH:25])=[C:6](/[CH:10]=[CH:11]/[C:12]2[N:13]=[C:14]3[N:18]([C:19]=2[C:20]([O:22][CH2:23][CH3:24])=[O:21])[CH:17]=[CH:16][S:15]3)[CH:7]=[CH:8][CH:9]=1.Br[CH2:28][CH2:29][CH:30]([CH3:32])[CH3:31].C(=O)([O-])[O-].[K+].[K+], predict the reaction product. The product is: [F:26][CH:2]([F:1])[O:3][C:4]1[C:5]([O:25][CH2:28][CH2:29][CH:30]([CH3:32])[CH3:31])=[C:6](/[CH:10]=[CH:11]/[C:12]2[N:13]=[C:14]3[N:18]([C:19]=2[C:20]([O:22][CH2:23][CH3:24])=[O:21])[CH:17]=[CH:16][S:15]3)[CH:7]=[CH:8][CH:9]=1. (7) Given the reactants [CH2:1]([C@H:3]1[C@H:12]([CH3:13])[C@@H:11]([NH:14][C:15](=[O:24])[O:16][CH2:17][C:18]2[CH:23]=[CH:22][CH:21]=[CH:20][CH:19]=2)[C:10]2[C:5](=[CH:6][CH:7]=[C:8]([C:25](=[O:28])[NH:26][CH3:27])[CH:9]=2)[NH:4]1)[CH3:2].CCN(C(C)C)C(C)C.[C:38](Cl)(=[O:40])[CH3:39], predict the reaction product. The product is: [C:38]([N:4]1[C:5]2[C:10](=[CH:9][C:8]([C:25](=[O:28])[NH:26][CH3:27])=[CH:7][CH:6]=2)[C@H:11]([NH:14][C:15](=[O:24])[O:16][CH2:17][C:18]2[CH:23]=[CH:22][CH:21]=[CH:20][CH:19]=2)[C@@H:12]([CH3:13])[C@@H:3]1[CH2:1][CH3:2])(=[O:40])[CH3:39]. (8) Given the reactants [CH3:1][S:2]([C:5]1[CH:10]=[CH:9][C:8]([NH:11][C:12]2[C:13]3[N:14]([C:18]([C:21]#[C:22][Si](C)(C)C)=[CH:19][N:20]=3)[CH:15]=[CH:16][CH:17]=2)=[CH:7][CH:6]=1)(=[O:4])=[O:3].[F-].C([N+](CCCC)(CCCC)CCCC)CCC.CO.C(Cl)Cl, predict the reaction product. The product is: [C:21]([C:18]1[N:14]2[CH:15]=[CH:16][CH:17]=[C:12]([NH:11][C:8]3[CH:9]=[CH:10][C:5]([S:2]([CH3:1])(=[O:4])=[O:3])=[CH:6][CH:7]=3)[C:13]2=[N:20][CH:19]=1)#[CH:22]. (9) Given the reactants [CH:1]([C:3]1[CH:4]=[N:5][NH:6][C:7]=1[C:8]([OH:10])=[O:9])=O.[N:11]1[C:20]2[C:15](=[CH:16][C:17]([NH2:21])=[CH:18][CH:19]=2)[N:14]=[CH:13][CH:12]=1.ClCCCl.[BH4-].[Na+], predict the reaction product. The product is: [N:11]1[C:20]2[C:15](=[CH:16][C:17]([NH:21][CH2:1][C:3]3[CH:4]=[N:5][NH:6][C:7]=3[C:8]([OH:10])=[O:9])=[CH:18][CH:19]=2)[N:14]=[CH:13][CH:12]=1.